Dataset: CYP3A4 inhibition data for predicting drug metabolism from PubChem BioAssay. Task: Regression/Classification. Given a drug SMILES string, predict its absorption, distribution, metabolism, or excretion properties. Task type varies by dataset: regression for continuous measurements (e.g., permeability, clearance, half-life) or binary classification for categorical outcomes (e.g., BBB penetration, CYP inhibition). Dataset: cyp3a4_veith. (1) The drug is Cc1nc2cnc(Oc3ccccc3)nc2n(Cc2cccs2)c1=O. The result is 1 (inhibitor). (2) The result is 0 (non-inhibitor). The drug is Cc1cc(C(=O)N/N=C/c2cccc(OC(=O)c3ccco3)c2)n[nH]1. (3) The molecule is O=C1C2=CC[C@@H]3C(=O)N(c4ccc(F)cc4F)C(=O)[C@H]3[C@H]2[C@H](O)[C@H]2O[C@H]12. The result is 0 (non-inhibitor). (4) The molecule is COc1cc(OC)cc(C(=O)NCC(=O)OC2CCOC2=O)c1. The result is 1 (inhibitor). (5) The molecule is Cc1ccc(-n2nnnc2SCC(=O)NNC(=O)c2ccco2)c(C)c1. The result is 1 (inhibitor). (6) The drug is N#CC(c1ccc(Cl)cc1)c1nc2ccccc2nc1C(F)(F)F. The result is 0 (non-inhibitor). (7) The molecule is CSCCC(NC=C1C(=O)OC(C)(C)OC1=O)C(=O)O. The result is 0 (non-inhibitor).